Dataset: CYP2C9 inhibition data for predicting drug metabolism from PubChem BioAssay. Task: Regression/Classification. Given a drug SMILES string, predict its absorption, distribution, metabolism, or excretion properties. Task type varies by dataset: regression for continuous measurements (e.g., permeability, clearance, half-life) or binary classification for categorical outcomes (e.g., BBB penetration, CYP inhibition). Dataset: cyp2c9_veith. (1) The molecule is N[C@@H](CCC(=O)O)C(=O)O. The result is 0 (non-inhibitor). (2) The molecule is COc1ccc(-n2cnnc2SCC(=O)Nc2ccc(N3CCOCC3)cc2)cc1. The result is 0 (non-inhibitor). (3) The molecule is C[C@@H]1O[C@H](O[C@@H]2[C@@H](Oc3cc(O)c4c(c3)O[C@H](c3ccc(O)cc3)CC4=O)O[C@@H](CO)[C@@H](O)[C@H]2O)[C@@H](O)[C@H](O)[C@@H]1O.O. The result is 0 (non-inhibitor). (4) The compound is Cc1cc(C2(c3cc(C)c(O)c(C(=O)O)c3)OS(=O)(=O)c3ccccc32)cc(C(=O)O)c1O. The result is 0 (non-inhibitor). (5) The drug is COc1ccc(CCN(C(=O)C(F)(F)F)C(C(=O)NC2CCCC2)c2cccs2)cc1. The result is 1 (inhibitor).